From a dataset of Forward reaction prediction with 1.9M reactions from USPTO patents (1976-2016). Predict the product of the given reaction. (1) Given the reactants [C:1]([C:3]1[CH:8]=[CH:7][C:6]([CH:9]2[C:14]([C:15]([O:17]CCC#N)=[O:16])=[C:13]([CH3:22])[N:12]([C:23]3[CH:28]=[CH:27][CH:26]=[C:25]([C:29]([F:32])([F:31])[F:30])[CH:24]=3)[C:11](=[S:33])[NH:10]2)=[CH:5][CH:4]=1)#[N:2].N12CCCN=C1CCCCC2, predict the reaction product. The product is: [C:1]([C:3]1[CH:4]=[CH:5][C:6]([CH:9]2[C:14]([C:15]([OH:17])=[O:16])=[C:13]([CH3:22])[N:12]([C:23]3[CH:28]=[CH:27][CH:26]=[C:25]([C:29]([F:32])([F:31])[F:30])[CH:24]=3)[C:11](=[S:33])[NH:10]2)=[CH:7][CH:8]=1)#[N:2]. (2) Given the reactants C([O:5][C:6](=[O:42])[CH2:7][O:8][C:9]1[C:14]2[CH2:15][CH2:16][CH2:17][CH2:18][CH:19]([N:20]([S:22]([C:25]3[CH:30]=[CH:29][C:28]([C:31]4[CH:36]=[C:35]([CH3:37])[CH:34]=[C:33]([C:38]([CH3:41])([CH3:40])[CH3:39])[CH:32]=4)=[CH:27][CH:26]=3)(=[O:24])=[O:23])[CH3:21])[C:13]=2[CH:12]=[CH:11][CH:10]=1)(C)(C)C.[OH-].[Na+], predict the reaction product. The product is: [C:38]([C:33]1[CH:32]=[C:31]([C:28]2[CH:29]=[CH:30][C:25]([S:22]([N:20]([CH3:21])[CH:19]3[C:13]4[CH:12]=[CH:11][CH:10]=[C:9]([O:8][CH2:7][C:6]([OH:42])=[O:5])[C:14]=4[CH2:15][CH2:16][CH2:17][CH2:18]3)(=[O:24])=[O:23])=[CH:26][CH:27]=2)[CH:36]=[C:35]([CH3:37])[CH:34]=1)([CH3:41])([CH3:39])[CH3:40].